Task: Regression. Given a peptide amino acid sequence and an MHC pseudo amino acid sequence, predict their binding affinity value. This is MHC class I binding data.. Dataset: Peptide-MHC class I binding affinity with 185,985 pairs from IEDB/IMGT The peptide sequence is VELVAEMDG. The MHC is HLA-B44:02 with pseudo-sequence HLA-B44:02. The binding affinity (normalized) is 0.144.